Dataset: Full USPTO retrosynthesis dataset with 1.9M reactions from patents (1976-2016). Task: Predict the reactants needed to synthesize the given product. (1) Given the product [Br:18][C:17]1[C:12]2[C:13](=[CH:20][N:10]([C:9]3[C:2]([Cl:1])=[CH:3][C:4]([C:5]#[N:6])=[CH:7][C:8]=3[Cl:21])[N:11]=2)[C:14]([NH:29][C:25]2[CH:24]=[C:23]([CH3:22])[N:28]=[CH:27][N:26]=2)=[N:15][CH:16]=1, predict the reactants needed to synthesize it. The reactants are: [Cl:1][C:2]1[CH:3]=[C:4]([CH:7]=[C:8]([Cl:21])[C:9]=1[N:10]1[CH:20]=[C:13]2[C:14](Br)=[N:15][CH:16]=[C:17]([Br:18])[C:12]2=[N:11]1)[C:5]#[N:6].[CH3:22][C:23]1[N:28]=[CH:27][N:26]=[C:25]([NH2:29])[CH:24]=1.CC1(C)C2C(=C(P(C3C=CC=CC=3)C3C=CC=CC=3)C=CC=2)OC2C(P(C3C=CC=CC=3)C3C=CC=CC=3)=CC=CC1=2.C(=O)([O-])[O-].[Cs+].[Cs+]. (2) Given the product [Br:8][C:5]1[CH:6]=[CH:7][C:2]([N:9]2[CH2:14][CH2:13][S:12][CH2:11][CH2:10]2)=[CH:3][CH:4]=1, predict the reactants needed to synthesize it. The reactants are: Br[C:2]1[CH:7]=[CH:6][C:5]([Br:8])=[CH:4][CH:3]=1.[NH:9]1[CH2:14][CH2:13][S:12][CH2:11][CH2:10]1.C1(P(C2C=CC=CC=2)C2C=CC3C(=CC=CC=3)C=2C2C3C(=CC=CC=3)C=CC=2P(C2C=CC=CC=2)C2C=CC=CC=2)C=CC=CC=1.CC(C)([O-])C.[Na+]. (3) Given the product [CH3:12][O:13][C:14](=[O:17])[CH2:15][O:8][C:4]1[CH:5]=[CH:6][CH:7]=[C:2]([F:1])[C:3]=1[N+:9]([O-:11])=[O:10], predict the reactants needed to synthesize it. The reactants are: [F:1][C:2]1[C:3]([N+:9]([O-:11])=[O:10])=[C:4]([OH:8])[CH:5]=[CH:6][CH:7]=1.[CH3:12][O:13][C:14](=[O:17])[CH2:15]Br.C(=O)([O-])[O-].[K+].[K+]. (4) Given the product [CH2:22]([O:21][CH2:20][O:19][C:16]([C:3]1[CH:4]=[CH:5][C:6]([C:8]([O:11][CH2:12][O:13][CH2:14][CH3:15])([CH3:10])[CH3:9])=[CH:7][C:2]=1[B:24]1[O:28][C:27]([CH3:30])([CH3:29])[C:26]([CH3:32])([CH3:31])[O:25]1)([CH3:18])[CH3:17])[CH3:23], predict the reactants needed to synthesize it. The reactants are: Br[C:2]1[CH:7]=[C:6]([C:8]([O:11][CH2:12][O:13][CH2:14][CH3:15])([CH3:10])[CH3:9])[CH:5]=[CH:4][C:3]=1[C:16]([O:19][CH2:20][O:21][CH2:22][CH3:23])([CH3:18])[CH3:17].[B:24]1([B:24]2[O:28][C:27]([CH3:30])([CH3:29])[C:26]([CH3:32])([CH3:31])[O:25]2)[O:28][C:27]([CH3:30])([CH3:29])[C:26]([CH3:32])([CH3:31])[O:25]1.CC([O-])=O.[K+].O. (5) The reactants are: [CH2:1]([N:6]1[C:14]2[N:13]=[C:12]([C:15]([F:18])([F:17])[F:16])[NH:11][C:10]=2[C:9](=O)[NH:8][C:7]1=[O:20])[CH2:2][CH2:3][CH2:4][CH3:5].P12(SP3(SP(SP(S3)(S1)=S)(=S)S2)=S)=[S:22]. Given the product [CH2:1]([N:6]1[C:14]2[N:13]=[C:12]([C:15]([F:18])([F:17])[F:16])[NH:11][C:10]=2[C:9](=[S:22])[NH:8][C:7]1=[O:20])[CH2:2][CH2:3][CH2:4][CH3:5], predict the reactants needed to synthesize it.